This data is from NCI-60 drug combinations with 297,098 pairs across 59 cell lines. The task is: Regression. Given two drug SMILES strings and cell line genomic features, predict the synergy score measuring deviation from expected non-interaction effect. (1) Drug 1: CC1=C(C=C(C=C1)NC2=NC=CC(=N2)N(C)C3=CC4=NN(C(=C4C=C3)C)C)S(=O)(=O)N.Cl. Drug 2: COC1=C2C(=CC3=C1OC=C3)C=CC(=O)O2. Cell line: HT29. Synergy scores: CSS=-8.02, Synergy_ZIP=1.04, Synergy_Bliss=-5.00, Synergy_Loewe=-8.36, Synergy_HSA=-7.61. (2) Cell line: A498. Drug 2: C1CN1P(=S)(N2CC2)N3CC3. Synergy scores: CSS=32.2, Synergy_ZIP=-2.34, Synergy_Bliss=-2.77, Synergy_Loewe=-7.62, Synergy_HSA=-0.624. Drug 1: CC1=C2C(C(=O)C3(C(CC4C(C3C(C(C2(C)C)(CC1OC(=O)C(C(C5=CC=CC=C5)NC(=O)OC(C)(C)C)O)O)OC(=O)C6=CC=CC=C6)(CO4)OC(=O)C)OC)C)OC. (3) Drug 1: CC1C(C(CC(O1)OC2CC(CC3=C2C(=C4C(=C3O)C(=O)C5=C(C4=O)C(=CC=C5)OC)O)(C(=O)CO)O)N)O.Cl. Drug 2: C1CN(CCN1C(=O)CCBr)C(=O)CCBr. Cell line: SF-268. Synergy scores: CSS=6.48, Synergy_ZIP=-4.51, Synergy_Bliss=-2.17, Synergy_Loewe=-3.55, Synergy_HSA=-2.99. (4) Drug 1: C#CCC(CC1=CN=C2C(=N1)C(=NC(=N2)N)N)C3=CC=C(C=C3)C(=O)NC(CCC(=O)O)C(=O)O. Drug 2: CCC1(C2=C(COC1=O)C(=O)N3CC4=CC5=C(C=CC(=C5CN(C)C)O)N=C4C3=C2)O.Cl. Cell line: NCI-H322M. Synergy scores: CSS=2.06, Synergy_ZIP=-0.232, Synergy_Bliss=-0.284, Synergy_Loewe=-2.29, Synergy_HSA=-3.15. (5) Drug 1: C1=C(C(=O)NC(=O)N1)F. Drug 2: CC1C(C(=O)NC(C(=O)N2CCCC2C(=O)N(CC(=O)N(C(C(=O)O1)C(C)C)C)C)C(C)C)NC(=O)C3=C4C(=C(C=C3)C)OC5=C(C(=O)C(=C(C5=N4)C(=O)NC6C(OC(=O)C(N(C(=O)CN(C(=O)C7CCCN7C(=O)C(NC6=O)C(C)C)C)C)C(C)C)C)N)C. Cell line: UACC-257. Synergy scores: CSS=13.8, Synergy_ZIP=-3.56, Synergy_Bliss=-0.282, Synergy_Loewe=-0.193, Synergy_HSA=-0.240.